Dataset: Full USPTO retrosynthesis dataset with 1.9M reactions from patents (1976-2016). Task: Predict the reactants needed to synthesize the given product. (1) The reactants are: N([O-])=O.[Na+].Cl.[C-]#N.[Na+].C([Cu])#N.[OH-].[Na+].N(OS(=O)(=O)O)=O.CI.[C:23]([O-:26])([O-])=[O:24].[K+].[K+].C1C(=O)N(Br)C(=O)C1.Br[C:38]1[CH:44]=[CH:43][C:41](N)=[CH:40][CH:39]=1.[Cu](C#N)C#N. Given the product [C:23]([OH:26])(=[O:24])[C:38]1[CH:44]=[CH:43][CH:41]=[CH:40][CH:39]=1, predict the reactants needed to synthesize it. (2) Given the product [CH3:1][O:2][C:3](=[O:21])[CH:4]([N:13]1[C:17]([CH2:18][CH2:19][O:20][S:30]([CH3:29])(=[O:32])=[O:31])=[CH:16][N:15]=[CH:14]1)[C:5]1[CH:10]=[CH:9][CH:8]=[CH:7][C:6]=1[O:11][CH3:12], predict the reactants needed to synthesize it. The reactants are: [CH3:1][O:2][C:3](=[O:21])[CH:4]([N:13]1[C:17]([CH2:18][CH2:19][OH:20])=[CH:16][N:15]=[CH:14]1)[C:5]1[CH:10]=[CH:9][CH:8]=[CH:7][C:6]=1[O:11][CH3:12].CCN(CC)CC.[CH3:29][S:30](Cl)(=[O:32])=[O:31]. (3) Given the product [O:1]1[CH2:6][CH2:5][N:4]([C:7]2[CH:12]=[CH:11][C:10]([NH:13][C:14]([CH:16]3[CH2:25][CH2:24][C:23]4[C:18](=[C:19]([N:28]5[CH2:36][CH2:35][N:33]([CH3:34])[CH2:32][CH2:31]5)[CH:20]=[CH:21][C:22]=4[O:26][CH3:27])[CH2:17]3)=[O:15])=[CH:9][CH:8]=2)[CH2:3][CH2:2]1, predict the reactants needed to synthesize it. The reactants are: [O:1]1[CH2:6][CH2:5][N:4]([C:7]2[CH:12]=[CH:11][C:10]([NH:13][C:14]([CH:16]3[CH2:25][CH2:24][C:23]4[C:18](=[C:19]([NH2:28])[CH:20]=[CH:21][C:22]=4[O:26][CH3:27])[CH2:17]3)=[O:15])=[CH:9][CH:8]=2)[CH2:3][CH2:2]1.Cl.Cl[CH2:31][CH2:32][N:33]([CH2:35][CH2:36]Cl)[CH3:34].C(=O)([O-])O.[Na+].[OH-].[NH4+]. (4) Given the product [Cl:11][C:12]1[C:13]([O:34][C:35](=[O:39])[N:36]([CH3:37])[CH3:38])=[CH:14][C:15]2[O:20][C:19](=[O:21])[C:18]([CH2:22][C:23]3[CH:28]=[CH:27][CH:26]=[C:25]([N+:29]([O-:31])=[O:30])[CH:24]=3)=[C:17]([CH2:32][C:40](=[O:42])[CH3:41])[C:16]=2[CH:33]=1, predict the reactants needed to synthesize it. The reactants are: [Li+].C[Si]([N-][Si](C)(C)C)(C)C.[Cl:11][C:12]1[C:13]([O:34][C:35](=[O:39])[N:36]([CH3:38])[CH3:37])=[CH:14][C:15]2[O:20][C:19](=[O:21])[C:18]([CH2:22][C:23]3[CH:28]=[CH:27][CH:26]=[C:25]([N+:29]([O-:31])=[O:30])[CH:24]=3)=[C:17]([CH3:32])[C:16]=2[CH:33]=1.[C:40](Cl)(=[O:42])[CH3:41].O. (5) Given the product [CH3:13][C:10]1[CH:9]=[C:8]([C:5]2[N:4]=[N:3][C:2]([NH:14][NH2:15])=[CH:7][CH:6]=2)[S:12][N:11]=1, predict the reactants needed to synthesize it. The reactants are: Cl[C:2]1[N:3]=[N:4][C:5]([C:8]2[S:12][N:11]=[C:10]([CH3:13])[CH:9]=2)=[CH:6][CH:7]=1.[NH2:14][NH2:15].